This data is from NCI-60 drug combinations with 297,098 pairs across 59 cell lines. The task is: Regression. Given two drug SMILES strings and cell line genomic features, predict the synergy score measuring deviation from expected non-interaction effect. (1) Drug 1: CC1CCC2CC(C(=CC=CC=CC(CC(C(=O)C(C(C(=CC(C(=O)CC(OC(=O)C3CCCCN3C(=O)C(=O)C1(O2)O)C(C)CC4CCC(C(C4)OC)OCCO)C)C)O)OC)C)C)C)OC. Drug 2: CCN(CC)CCCC(C)NC1=C2C=C(C=CC2=NC3=C1C=CC(=C3)Cl)OC. Cell line: SNB-19. Synergy scores: CSS=16.5, Synergy_ZIP=-16.7, Synergy_Bliss=-9.82, Synergy_Loewe=-6.51, Synergy_HSA=-5.07. (2) Drug 1: CC1CCC2CC(C(=CC=CC=CC(CC(C(=O)C(C(C(=CC(C(=O)CC(OC(=O)C3CCCCN3C(=O)C(=O)C1(O2)O)C(C)CC4CCC(C(C4)OC)O)C)C)O)OC)C)C)C)OC. Drug 2: CCN(CC)CCNC(=O)C1=C(NC(=C1C)C=C2C3=C(C=CC(=C3)F)NC2=O)C. Cell line: MOLT-4. Synergy scores: CSS=14.0, Synergy_ZIP=-6.51, Synergy_Bliss=-8.59, Synergy_Loewe=-12.4, Synergy_HSA=-12.2. (3) Drug 1: C1CC(=O)NC(=O)C1N2CC3=C(C2=O)C=CC=C3N. Drug 2: CN1C2=C(C=C(C=C2)N(CCCl)CCCl)N=C1CCCC(=O)O.Cl. Cell line: SR. Synergy scores: CSS=11.8, Synergy_ZIP=-12.8, Synergy_Bliss=-18.0, Synergy_Loewe=-13.9, Synergy_HSA=-13.7. (4) Drug 1: C1=CC(=C2C(=C1NCCNCCO)C(=O)C3=C(C=CC(=C3C2=O)O)O)NCCNCCO. Drug 2: C1=NNC2=C1C(=O)NC=N2. Cell line: MCF7. Synergy scores: CSS=30.2, Synergy_ZIP=-0.858, Synergy_Bliss=-0.538, Synergy_Loewe=-10.2, Synergy_HSA=1.34. (5) Drug 1: CCC(=C(C1=CC=CC=C1)C2=CC=C(C=C2)OCCN(C)C)C3=CC=CC=C3.C(C(=O)O)C(CC(=O)O)(C(=O)O)O. Drug 2: CC1C(C(CC(O1)OC2CC(CC3=C2C(=C4C(=C3O)C(=O)C5=CC=CC=C5C4=O)O)(C(=O)C)O)N)O. Cell line: HCT116. Synergy scores: CSS=38.6, Synergy_ZIP=-2.05, Synergy_Bliss=-4.32, Synergy_Loewe=-11.6, Synergy_HSA=-3.00. (6) Drug 1: CC12CCC3C(C1CCC2O)C(CC4=C3C=CC(=C4)O)CCCCCCCCCS(=O)CCCC(C(F)(F)F)(F)F. Drug 2: CS(=O)(=O)OCCCCOS(=O)(=O)C. Cell line: SF-539. Synergy scores: CSS=4.09, Synergy_ZIP=-0.369, Synergy_Bliss=-0.310, Synergy_Loewe=-3.35, Synergy_HSA=-1.91. (7) Drug 1: C(CC(=O)O)C(=O)CN.Cl. Drug 2: CC(C)CN1C=NC2=C1C3=CC=CC=C3N=C2N. Cell line: UACC62. Synergy scores: CSS=1.58, Synergy_ZIP=-2.56, Synergy_Bliss=-1.95, Synergy_Loewe=-1.70, Synergy_HSA=-1.70. (8) Drug 1: CC1C(C(CC(O1)OC2CC(CC3=C2C(=C4C(=C3O)C(=O)C5=C(C4=O)C(=CC=C5)OC)O)(C(=O)CO)O)N)O.Cl. Cell line: IGROV1. Synergy scores: CSS=-1.24, Synergy_ZIP=1.23, Synergy_Bliss=3.51, Synergy_Loewe=-0.836, Synergy_HSA=-0.581. Drug 2: C1CCN(CC1)CCOC2=CC=C(C=C2)C(=O)C3=C(SC4=C3C=CC(=C4)O)C5=CC=C(C=C5)O. (9) Drug 1: CN(C)C1=NC(=NC(=N1)N(C)C)N(C)C. Drug 2: CC1=C2C(C(=O)C3(C(CC4C(C3C(C(C2(C)C)(CC1OC(=O)C(C(C5=CC=CC=C5)NC(=O)C6=CC=CC=C6)O)O)OC(=O)C7=CC=CC=C7)(CO4)OC(=O)C)O)C)OC(=O)C. Cell line: SR. Synergy scores: CSS=24.7, Synergy_ZIP=-8.33, Synergy_Bliss=-12.8, Synergy_Loewe=-30.6, Synergy_HSA=-10.5.